Dataset: Reaction yield outcomes from USPTO patents with 853,638 reactions. Task: Predict the reaction yield, written as a fraction of the theoretical maximum amount of product (1.0 means a 100% yield; for example, 0.34 means a 34% yield). (1) The reactants are [Br:1][C:2]1[C:11]2[CH2:10][CH2:9][NH:8][CH2:7][CH2:6][C:5]=2[S:4][C:3]=1CC1C(F)=CC=CC=1Cl.O.[C:22]([O-:25])(O)=[O:23].[Na+].[CH3:27][C:28](O)=O. The catalyst is [Zn]. The product is [CH2:27]([O:25][C:22]([N:8]1[CH2:9][CH2:10][C:11]2[C:2]([Br:1])=[CH:3][S:4][C:5]=2[CH2:6][CH2:7]1)=[O:23])[CH3:28]. The yield is 0.680. (2) The reactants are [N:1]([C:4]1[C:13]([S:14][CH2:15][C:16]2[CH:21]=[CH:20][C:19]([O:22][CH3:23])=[CH:18][CH:17]=2)=[CH:12][C:7]([C:8]([O:10][CH3:11])=[O:9])=[C:6]([NH:24][C:25]2[CH:30]=[CH:29][CH:28]=[CH:27][C:26]=2[Cl:31])[C:5]=1[F:32])=[N+]=[N-].[H][H]. The catalyst is CO.[Pd]. The product is [NH2:1][C:4]1[C:13]([S:14][CH2:15][C:16]2[CH:17]=[CH:18][C:19]([O:22][CH3:23])=[CH:20][CH:21]=2)=[CH:12][C:7]([C:8]([O:10][CH3:11])=[O:9])=[C:6]([NH:24][C:25]2[CH:30]=[CH:29][CH:28]=[CH:27][C:26]=2[Cl:31])[C:5]=1[F:32]. The yield is 0.975. (3) The reactants are [OH:1][C:2]1[NH:6][N:5]=[C:4]([C:7]([O:9][CH2:10][CH3:11])=[O:8])[CH:3]=1.C(=O)([O-])[O-].[K+].[K+].Cl[CH:19]1[CH2:24][CH2:23][CH2:22][CH2:21][C:20]1=[O:25]. The catalyst is C(#N)C. The product is [CH2:10]([O:9][C:7]([C:4]1[CH:3]=[C:2]([O:1][CH:19]2[CH2:24][CH2:23][CH2:22][CH2:21][C:20]2=[O:25])[NH:6][N:5]=1)=[O:8])[CH3:11]. The yield is 0.490. (4) The product is [C:1]([C:5]1[CH:6]=[CH:7][C:8]([C:9]([NH:38][C@H:39]([C:40]([O:42][C:43]([CH3:46])([CH3:45])[CH3:44])=[O:41])[CH2:47][C:48]2[CH:53]=[CH:52][C:51]([OH:54])=[CH:50][CH:49]=2)=[O:11])=[CH:12][CH:13]=1)([CH3:2])([CH3:3])[CH3:4]. The reactants are [C:1]([C:5]1[CH:13]=[CH:12][C:8]([C:9]([OH:11])=O)=[CH:7][CH:6]=1)([CH3:4])([CH3:3])[CH3:2].CN(C(ON1N=NC2C=CC=NC1=2)=[N+](C)C)C.F[P-](F)(F)(F)(F)F.[NH2:38][C@@H:39]([CH2:47][C:48]1[CH:53]=[CH:52][C:51]([OH:54])=[CH:50][CH:49]=1)[C:40]([O:42][C:43]([CH3:46])([CH3:45])[CH3:44])=[O:41]. The yield is 0.690. The catalyst is CN(C=O)C.CC(=O)OCC. (5) The reactants are [C:1]1([N:7]([CH2:40][CH2:41][CH2:42][O:43]CC2C=CC=CC=2)[C:8]([C:10]2[CH:39]=[CH:38][C:13]3[N:14]([CH3:37])[C:15]([CH2:17][NH:18][C:19]4[CH:24]=[CH:23][C:22]([C:25](=[NH:36])[NH:26][C:27]([O:29][CH2:30][CH2:31][CH2:32][CH2:33][CH2:34][CH3:35])=[O:28])=[CH:21][CH:20]=4)=[N:16][C:12]=3[CH:11]=2)=[O:9])[CH:6]=[CH:5][CH:4]=[CH:3][CH:2]=1. The catalyst is ClCCl.C(O)C. The product is [C:1]1([N:7]([CH2:40][CH2:41][CH2:42][OH:43])[C:8]([C:10]2[CH:39]=[CH:38][C:13]3[N:14]([CH3:37])[C:15]([CH2:17][NH:18][C:19]4[CH:24]=[CH:23][C:22]([C:25](=[NH:36])[NH:26][C:27]([O:29][CH2:30][CH2:31][CH2:32][CH2:33][CH2:34][CH3:35])=[O:28])=[CH:21][CH:20]=4)=[N:16][C:12]=3[CH:11]=2)=[O:9])[CH:2]=[CH:3][CH:4]=[CH:5][CH:6]=1. The yield is 0.260.